This data is from Reaction yield outcomes from USPTO patents with 853,638 reactions. The task is: Predict the reaction yield, written as a fraction of the theoretical maximum amount of product (1.0 means a 100% yield; for example, 0.34 means a 34% yield). (1) The reactants are [NH:1]1[C:5]2[C:6]3[CH:7]=[CH:8][N:9]=[CH:10][C:11]=3[CH2:12][CH2:13][C:4]=2[C:3]([C:14]([OH:16])=O)=[CH:2]1.C1C=CC2N(O)N=[N:23]C=2C=1.N.CN(C(ON1N=NC2C=CC=CC1=2)=[N+](C)C)C.[B-](F)(F)(F)F.CCN(C(C)C)C(C)C. The catalyst is CN(C=O)C. The product is [NH:1]1[C:5]2[C:6]3[CH:7]=[CH:8][N:9]=[CH:10][C:11]=3[CH2:12][CH2:13][C:4]=2[C:3]([C:14]([NH2:23])=[O:16])=[CH:2]1. The yield is 0.300. (2) The reactants are [CH3:1][C:2]1[CH:3]=[CH:4][C:5]2[N:6]([C:8]([CH2:18][C:19]([OH:21])=O)=[C:9]([C:11]3[CH:16]=[CH:15][C:14]([CH3:17])=[CH:13][CH:12]=3)[N:10]=2)[CH:7]=1.C(Cl)(=O)C([Cl:25])=O. The catalyst is ClCCl.CN(C)C=O. The product is [ClH:25].[CH3:1][C:2]1[CH:3]=[CH:4][C:5]2[N:6]([C:8]([CH2:18][C:19]([Cl:25])=[O:21])=[C:9]([C:11]3[CH:16]=[CH:15][C:14]([CH3:17])=[CH:13][CH:12]=3)[N:10]=2)[CH:7]=1. The yield is 1.00. (3) The reactants are [Cl:1][C:2]1[CH:7]=[C:6]([Cl:8])[CH:5]=[CH:4][C:3]=1[C:9]1[CH:14]=[CH:13][NH:12][C:11](=[O:15])[CH:10]=1.Br[C:17]1[CH:25]=[C:24]2[C:20]([C:21]3[CH2:30][CH2:29][N:28]([CH3:31])[CH2:27][C:22]=3[N:23]2[CH3:26])=[CH:19][CH:18]=1. No catalyst specified. The product is [ClH:1].[Cl:1][C:2]1[CH:7]=[C:6]([Cl:8])[CH:5]=[CH:4][C:3]=1[C:9]1[CH:14]=[CH:13][N:12]([C:17]2[CH:25]=[C:24]3[C:20]([C:21]4[CH2:30][CH2:29][N:28]([CH3:31])[CH2:27][C:22]=4[N:23]3[CH3:26])=[CH:19][CH:18]=2)[C:11](=[O:15])[CH:10]=1. The yield is 0.210. (4) The reactants are [CH2:1]([C:4]1[N:5]=[C:6]([C:26]23[CH2:33][CH2:32][C:29]([NH:34][S:35]([CH:38]4[CH2:40][CH2:39]4)(=[O:37])=[O:36])([CH2:30][CH2:31]2)[CH2:28][CH2:27]3)[N:7]2[C:12]3[CH:13]=[CH:14][N:15]([S:16]([C:19]4[CH:25]=[CH:24][C:22]([CH3:23])=[CH:21][CH:20]=4)(=[O:18])=[O:17])[C:11]=3[N:10]=[CH:9][C:8]=12)C=C.C[N+]1([O-])CCOCC1.C(Cl)Cl.[O:52]1[CH2:57][CH2:56][O:55]CC1. The catalyst is O.[Os](=O)(=O)(=O)=O. The product is [OH:52][CH:57]([CH2:56][OH:55])[CH2:1][C:4]1[N:5]=[C:6]([C:26]23[CH2:31][CH2:30][C:29]([NH:34][S:35]([CH:38]4[CH2:40][CH2:39]4)(=[O:36])=[O:37])([CH2:28][CH2:27]2)[CH2:32][CH2:33]3)[N:7]2[C:12]3[CH:13]=[CH:14][N:15]([S:16]([C:19]4[CH:20]=[CH:21][C:22]([CH3:23])=[CH:24][CH:25]=4)(=[O:17])=[O:18])[C:11]=3[N:10]=[CH:9][C:8]=12. The yield is 0.0300. (5) The reactants are C(OC([N:8]([CH2:13][C:14]1[CH:21]=[CH:20][C:17]([CH2:18][NH2:19])=[CH:16][CH:15]=1)[CH2:9][CH:10]([CH3:12])[CH3:11])=O)(C)(C)C.B.CSC.C(OC(N(CC1C=CC(C#N)=CC=1)CC(C)C)=O)(C)(C)C.OS([O-])(=O)=O.[K+].[OH-].[Na+]. The catalyst is C1COCC1.CO. The product is [CH2:9]([NH:8][CH2:13][C:14]1[CH:21]=[CH:20][C:17]([C:18]#[N:19])=[CH:16][CH:15]=1)[CH:10]([CH3:12])[CH3:11]. The yield is 0.470. (6) The reactants are [CH3:1][C:2]([O:5][C@H:6]([CH3:29])[C@@H:7]([C:25]([O:27][CH3:28])=[O:26])[NH:8][C:9]([C:11]1[CH:16]=[CH:15][C:14]([O:17][CH2:18][CH2:19][O:20][CH3:21])=[CH:13][C:12]=1[N+:22]([O-])=O)=[O:10])([CH3:4])[CH3:3]. The catalyst is C(OCC)(=O)C.[Pd]. The product is [NH2:22][C:12]1[CH:13]=[C:14]([O:17][CH2:18][CH2:19][O:20][CH3:21])[CH:15]=[CH:16][C:11]=1[C:9]([NH:8][C@H:7]([C:25]([O:27][CH3:28])=[O:26])[C@@H:6]([CH3:29])[O:5][C:2]([CH3:3])([CH3:4])[CH3:1])=[O:10]. The yield is 0.820. (7) The reactants are [CH2:1]1[CH2:5][O:4][CH2:3][CH2:2]1.[CH3:6][C:7]1([CH3:29])[C:19]2[NH:18][C:17]3[C:12](=[CH:13][CH:14]=[C:15]([C:20]#[N:21])[CH:16]=3)[C:11]=2[C:10](=[O:22])[C:9]2[CH:23]=[CH:24]C(C=C)=C[C:8]1=2.C[N+]1([O-])CC[O:34]CC1.C(N(CC(O)=O)CC(O)=O)CN(CC(O)=O)CC(O)=O.[Na].[Na]. The catalyst is [Os](=O)(=O)(=O)=O.C(O)(C)(C)C. The product is [OH:34][CH:1]([C:2]1[CH:24]=[CH:23][C:9]2[C:10](=[O:22])[C:11]3[C:12]4[C:17](=[CH:16][C:15]([C:20]#[N:21])=[CH:14][CH:13]=4)[NH:18][C:19]=3[C:7]([CH3:6])([CH3:29])[C:8]=2[CH:3]=1)[CH2:5][OH:4]. The yield is 0.630. (8) The reactants are Br[C:2]1[C:7]2[N:8]=[C:9]([S:12][CH3:13])[N:10]=[CH:11][C:6]=2[C:5](=[O:14])[N:4]([C:15]2[C:20]([Cl:21])=[CH:19][CH:18]=[CH:17][C:16]=2[Cl:22])[CH:3]=1.[C:23]([NH2:26])(=[O:25])[CH3:24].CC1(C)C2C(=C(P(C3C=CC=CC=3)C3C=CC=CC=3)C=CC=2)OC2C(P(C3C=CC=CC=3)C3C=CC=CC=3)=CC=CC1=2.C(=O)([O-])[O-].[Cs+].[Cs+]. The catalyst is O1CCOCC1.C1C=CC(/C=C/C(/C=C/C2C=CC=CC=2)=O)=CC=1.C1C=CC(/C=C/C(/C=C/C2C=CC=CC=2)=O)=CC=1.C1C=CC(/C=C/C(/C=C/C2C=CC=CC=2)=O)=CC=1.[Pd].[Pd]. The product is [Cl:22][C:16]1[CH:17]=[CH:18][CH:19]=[C:20]([Cl:21])[C:15]=1[N:4]1[CH:3]=[C:2]([NH:26][C:23](=[O:25])[CH3:24])[C:7]2[N:8]=[C:9]([S:12][CH3:13])[N:10]=[CH:11][C:6]=2[C:5]1=[O:14]. The yield is 0.170. (9) The reactants are [F:1][C:2]([F:19])([F:18])[CH2:3][NH:4][C:5]([C:7]1([NH:10]C(=O)OC(C)(C)C)[CH2:9][CH2:8]1)=[O:6].[ClH:20]. The catalyst is C(Cl)Cl.O1CCOCC1. The product is [ClH:20].[C:7]([CH:9]1[CH2:8][C:7]1([NH2:10])[C:5]([NH:4][CH2:3][C:2]([F:1])([F:18])[F:19])=[O:6])([CH3:9])([CH3:8])[CH3:5]. The yield is 0.930. (10) The reactants are [F:1][C:2]1[CH:7]=[CH:6][C:5]([Mg]Br)=[CH:4][CH:3]=1.[N:10]12[CH2:17][CH2:16][C:13]([C:18]([O:20]CC)=O)([CH2:14][CH2:15]1)[CH2:12][CH2:11]2. The catalyst is C1COCC1. The product is [N:10]12[CH2:11][CH2:12][C:13]([C:18]([C:5]3[CH:6]=[CH:7][C:2]([F:1])=[CH:3][CH:4]=3)([C:5]3[CH:6]=[CH:7][C:2]([F:1])=[CH:3][CH:4]=3)[OH:20])([CH2:14][CH2:15]1)[CH2:16][CH2:17]2. The yield is 0.889.